Dataset: Forward reaction prediction with 1.9M reactions from USPTO patents (1976-2016). Task: Predict the product of the given reaction. (1) Given the reactants Br[C:2]1[CH:11]=[C:10]2[C:5]([C:6]([N:13]3[CH2:18][CH2:17][O:16][CH2:15][CH2:14]3)=[N:7][C:8]([Cl:12])=[N:9]2)=[CH:4][C:3]=1[F:19].[N:20]1[CH:25]=[CH:24][CH:23]=[C:22](B(O)O)[CH:21]=1.C(=O)([O-])[O-].[Na+].[Na+].CN(C=O)C, predict the reaction product. The product is: [Cl:12][C:8]1[N:7]=[C:6]([N:13]2[CH2:18][CH2:17][O:16][CH2:15][CH2:14]2)[C:5]2[C:10](=[CH:11][C:2]([C:22]3[CH:21]=[N:20][CH:25]=[CH:24][CH:23]=3)=[C:3]([F:19])[CH:4]=2)[N:9]=1. (2) Given the reactants I[C:2]1[CH:7]=[CH:6][N:5]=[CH:4][C:3]=1[NH:8][CH2:9][CH:10]1[CH2:15][CH2:14][CH2:13][O:12][CH2:11]1.[F:16][C:17]1[CH:22]=[CH:21][C:20](B(O)O)=[C:19]([O:26][CH3:27])[CH:18]=1, predict the reaction product. The product is: [F:16][C:17]1[CH:22]=[CH:21][C:20]([C:2]2[CH:7]=[CH:6][N:5]=[CH:4][C:3]=2[NH:8][CH2:9][CH:10]2[CH2:15][CH2:14][CH2:13][O:12][CH2:11]2)=[C:19]([O:26][CH3:27])[CH:18]=1. (3) Given the reactants [NH2:1][C@@H:2]1[CH2:7][CH2:6][C@H:5]([N:8]2[C:13](=[O:14])[C:12]3[CH:15]=[C:16]([F:19])[CH:17]=[N:18][C:11]=3[N:10]([C:20]3[CH:21]=[C:22](C4C=CC(CN5CCCN(C(OCC6C=CC=CC=6)=O)CC5)=CC=4)[CH:23]=[CH:24][CH:25]=3)[C:9]2=[O:50])[CH2:4][CH2:3]1.[CH3:51][C:52]1[S:53][CH:54]=[C:55]([C:57]([OH:59])=O)[N:56]=1.[CH2:60]([N:62]([CH2:65][CH3:66])[CH2:63][CH3:64])[CH3:61].CCCP1(OP(CCC)(=O)OP([CH2:82][CH2:83][CH3:84])(=O)O1)=O.[CH2:85]1[CH2:89]OCC1.C([O-])(O)=O.[Na+].Br.[C:96](#[N:98])C, predict the reaction product. The product is: [N:62]1([CH2:65][C:66]2[CH:84]=[CH:83][C:82]([C:22]3[CH:23]=[CH:24][CH:25]=[C:20]([N:10]4[C:11]5[N:18]=[CH:17][C:16]([F:19])=[CH:15][C:12]=5[C:13](=[O:14])[N:8]([C@@H:5]5[CH2:4][CH2:3][C@H:2]([NH:1][C:57]([C:55]6[N:56]=[C:52]([CH3:51])[S:53][CH:54]=6)=[O:59])[CH2:7][CH2:6]5)[C:9]4=[O:50])[CH:21]=3)=[CH:85][CH:89]=2)[CH2:63][CH2:64][CH2:96][NH:98][CH2:61][CH2:60]1.